Dataset: Reaction yield outcomes from USPTO patents with 853,638 reactions. Task: Predict the reaction yield, written as a fraction of the theoretical maximum amount of product (1.0 means a 100% yield; for example, 0.34 means a 34% yield). The reactants are C([N:9]1[CH2:22][CH2:21][C:20]2[C:19]3[C:18]([C:23]4[CH:28]=[CH:27][CH:26]=[CH:25][C:24]=4[O:29][CH:30]4[CH2:34][CH2:33][CH2:32][CH2:31]4)=[CH:17][CH:16]=[CH:15][C:14]=3[NH:13][C:12]=2[CH2:11][CH2:10]1)(=O)C1C=CC=CC=1.[OH-].[K+].C(O)CO.[NH4+].[OH-]. The catalyst is O.CO.C(Cl)(Cl)Cl. The product is [CH:30]1([O:29][C:24]2[CH:25]=[CH:26][CH:27]=[CH:28][C:23]=2[C:18]2[C:19]3[C:20]4[CH2:21][CH2:22][NH:9][CH2:10][CH2:11][C:12]=4[NH:13][C:14]=3[CH:15]=[CH:16][CH:17]=2)[CH2:34][CH2:33][CH2:32][CH2:31]1. The yield is 0.740.